This data is from Catalyst prediction with 721,799 reactions and 888 catalyst types from USPTO. The task is: Predict which catalyst facilitates the given reaction. (1) Reactant: [CH3:1][O:2][C:3]([C:5]1[C:14]([OH:15])=[C:13]2[C:8]([CH:9]=[CH:10][CH:11]=[N:12]2)=[C:7]([I:16])[N:6]=1)=[O:4].C(=O)([O-])[O-].[Cs+].[Cs+].[C:23](O[C:23](=[O:30])[C:24]1[CH:29]=[CH:28][CH:27]=[CH:26][CH:25]=1)(=[O:30])[C:24]1[CH:29]=[CH:28][CH:27]=[CH:26][CH:25]=1. Product: [CH3:1][O:2][C:3]([C:5]1[C:14]([O:15][C:23]([C:24]2[CH:29]=[CH:28][CH:27]=[CH:26][CH:25]=2)=[O:30])=[C:13]2[C:8]([CH:9]=[CH:10][CH:11]=[N:12]2)=[C:7]([I:16])[N:6]=1)=[O:4]. The catalyst class is: 3. (2) Reactant: [Cl:1][C:2]1[CH:7]=[C:6](Cl)[CH:5]=[C:4]([Cl:9])[N:3]=1.Cl.[CH:11]1([C:14]2([F:18])[CH2:17][NH:16][CH2:15]2)[CH2:13][CH2:12]1.CCN(C(C)C)C(C)C. Product: [Cl:1][C:2]1[CH:7]=[C:6]([N:16]2[CH2:17][C:14]([CH:11]3[CH2:13][CH2:12]3)([F:18])[CH2:15]2)[CH:5]=[C:4]([Cl:9])[N:3]=1. The catalyst class is: 8.